From a dataset of Full USPTO retrosynthesis dataset with 1.9M reactions from patents (1976-2016). Predict the reactants needed to synthesize the given product. (1) Given the product [O:20]1[C:19]2[CH:21]=[CH:22][CH:23]=[CH:24][C:18]=2[O:17][CH2:16][CH:15]1[CH2:14][N:3]1[C:2]([Cl:1])=[C:6]([Cl:7])[N:5]=[CH:4]1, predict the reactants needed to synthesize it. The reactants are: [Cl:1][C:2]1[N:3]=[CH:4][NH:5][C:6]=1[Cl:7].[OH-].[K+].C(#N)C.Br[CH2:14][CH:15]1[O:20][C:19]2[CH:21]=[CH:22][CH:23]=[CH:24][C:18]=2[O:17][CH2:16]1. (2) The reactants are: [OH:1][C:2]([C:11]([OH:13])=[O:12])([CH2:7][C:8]([OH:10])=[O:9])[CH2:3][C:4]([OH:6])=[O:5].[Br:14][C:15]1[CH:33]=[N:32][C:18]2[N:19]=[C:20]([N:26]3[CH2:29][CH:28]([NH:30][CH3:31])[CH2:27]3)[C:21]3[N:22]([CH:23]=[N:24][N:25]=3)[C:17]=2[CH:16]=1. Given the product [OH:1][C:2]([C:11]([OH:13])=[O:12])([CH2:7][C:8]([OH:10])=[O:9])[CH2:3][C:4]([OH:6])=[O:5].[Br:14][C:15]1[CH:33]=[N:32][C:18]2[N:19]=[C:20]([N:26]3[CH2:29][CH:28]([NH:30][CH3:31])[CH2:27]3)[C:21]3[N:22]([CH:23]=[N:24][N:25]=3)[C:17]=2[CH:16]=1, predict the reactants needed to synthesize it. (3) Given the product [CH3:1][N:2]([S:20]([C:23]1[S:24][CH:25]=[CH:26][CH:27]=1)(=[O:22])=[O:21])[C:3]1[CH:4]=[C:5]([O:15][C:16]([F:17])([F:19])[F:18])[CH:6]=[C:7]2[C:11]=1[NH:10][C:9]([C:12]1[S:37][CH:52]([CH2:51][C:50]([O:55][CH2:56][CH3:57])=[O:54])[CH2:53][N:14]=1)=[CH:8]2, predict the reactants needed to synthesize it. The reactants are: [CH3:1][N:2]([S:20]([C:23]1[S:24][CH:25]=[CH:26][CH:27]=1)(=[O:22])=[O:21])[C:3]1[CH:4]=[C:5]([O:15][C:16]([F:19])([F:18])[F:17])[CH:6]=[C:7]2[C:11]=1[NH:10][C:9]([C:12]([NH2:14])=O)=[CH:8]2.COC1C=CC(P2(SP(C3C=CC(OC)=CC=3)(=S)S2)=[S:37])=CC=1.[C:50]([O:55][CH2:56][CH3:57])(=[O:54])[C:51]#[C:52][CH3:53].C(P(CCCC)CCCC)CCC. (4) Given the product [CH:1]1([CH2:6][CH2:7][C:8](=[CH:27][N:28]([CH3:30])[CH3:29])[C:9]([C:11]2[CH:16]=[C:15]([O:17][CH3:18])[C:14]([CH3:19])=[CH:13][C:12]=2[O:20][CH3:21])=[O:10])[CH2:5][CH2:4][CH2:3][CH2:2]1, predict the reactants needed to synthesize it. The reactants are: [CH:1]1([CH2:6][CH2:7][CH2:8][C:9]([C:11]2[CH:16]=[C:15]([O:17][CH3:18])[C:14]([CH3:19])=[CH:13][C:12]=2[O:20][CH3:21])=[O:10])[CH2:5][CH2:4][CH2:3][CH2:2]1.C(O[CH:27](N(C)C)[N:28]([CH3:30])[CH3:29])(C)(C)C. (5) Given the product [CH2:12]([O:11][C:8]1[CH:9]=[CH:10][C:5]([C@@H:3]([O:4][Si:27]([C:30]([CH3:33])([CH3:32])[CH3:31])([CH3:29])[CH3:28])[CH2:2][Br:1])=[CH:6][C:7]=1[NH:19][CH:20]=[O:21])[C:13]1[CH:14]=[CH:15][CH:16]=[CH:17][CH:18]=1, predict the reactants needed to synthesize it. The reactants are: [Br:1][CH2:2][C@@H:3]([C:5]1[CH:10]=[CH:9][C:8]([O:11][CH2:12][C:13]2[CH:18]=[CH:17][CH:16]=[CH:15][CH:14]=2)=[C:7]([NH:19][CH:20]=[O:21])[CH:6]=1)[OH:4].N1C=CN=C1.[Si:27](Cl)([C:30]([CH3:33])([CH3:32])[CH3:31])([CH3:29])[CH3:28].C([Si](Cl)(C)C)CCC. (6) The reactants are: [CH3:1][O:2][C:3](=[O:22])/[C:4](/[NH:11]C(OCC1C=CC=CC=1)=O)=[CH:5]/[C@H:6]1[CH2:9][C@@H:8]([CH3:10])[CH2:7]1.[H][H]. Given the product [CH3:1][O:2][C:3](=[O:22])[CH:4]([NH2:11])[CH2:5][C@H:6]1[CH2:7][C@H:8]([CH3:10])[CH2:9]1, predict the reactants needed to synthesize it. (7) Given the product [N:1]1([C:7]2[CH:12]=[CH:11][C:10]([NH:13][C:14]([C:16]3[CH:17]=[C:18]([CH:27]=[CH:28][CH:29]=3)[CH2:19][S:20][CH2:21][CH2:22][C:23]([OH:25])=[O:24])=[O:15])=[C:9]([C:30]3[CH:35]=[C:34]([NH:36][CH2:37][C:38]4[CH:43]=[CH:42][CH:41]=[C:40]([C:44]([F:46])([F:47])[F:45])[CH:39]=4)[CH:33]=[CH:32][N:31]=3)[CH:8]=2)[CH2:6][CH2:5][CH2:4][CH2:3][CH2:2]1, predict the reactants needed to synthesize it. The reactants are: [N:1]1([C:7]2[CH:12]=[CH:11][C:10]([NH:13][C:14]([C:16]3[CH:17]=[C:18]([CH:27]=[CH:28][CH:29]=3)[CH2:19][S:20][CH2:21][CH2:22][C:23]([O:25]C)=[O:24])=[O:15])=[C:9]([C:30]3[CH:35]=[C:34]([NH:36][CH2:37][C:38]4[CH:43]=[CH:42][CH:41]=[C:40]([C:44]([F:47])([F:46])[F:45])[CH:39]=4)[CH:33]=[CH:32][N:31]=3)[CH:8]=2)[CH2:6][CH2:5][CH2:4][CH2:3][CH2:2]1.[Li+].[OH-].Cl. (8) Given the product [F:62][C:60]([C:63]([O:69][C:21]([C:24]([O:30][C:31]([C:34]([C:37]([F:38])([F:39])[F:40])([F:35])[F:36])([F:32])[F:33])([C:26]([F:29])([F:28])[F:27])[F:25])([F:23])[F:22])([C:65]([F:68])([F:67])[F:66])[F:64])=[O:59], predict the reactants needed to synthesize it. The reactants are: C(OC(C(O[C:21]([C:24]([O:30][C:31]([C:34]([C:37]([F:40])([F:39])[F:38])([F:36])[F:35])([F:33])[F:32])([C:26]([F:29])([F:28])[F:27])[F:25])([F:23])[F:22])(C(F)(F)F)F)=O)(C(F)(F)F)(C(F)(F)F)F.C(OC(C([O:59][C:60]([C:63]([O:69]C(C(C(F)(F)F)(F)F)(F)F)([C:65]([F:68])([F:67])[F:66])[F:64])([F:62])F)(C(F)(F)F)F)=O)(C(F)(F)F)C(F)(F)F.[F-].[Na+].[F-].[K+].